From a dataset of Reaction yield outcomes from USPTO patents with 853,638 reactions. Predict the reaction yield, written as a fraction of the theoretical maximum amount of product (1.0 means a 100% yield; for example, 0.34 means a 34% yield). (1) The reactants are [S:1]1[CH:5]=[CH:4][N:3]=[CH:2]1.[C:6]([O:10][C:11]([N:13]1[CH2:17][CH2:16][CH2:15][C@@H:14]1[CH2:18][O:19][C:20]1[CH:25]=[CH:24][C:23]([CH2:26][C:27]2[CH:32]=[CH:31][C:30](I)=[CH:29][CH:28]=2)=[CH:22][CH:21]=1)=[O:12])([CH3:9])([CH3:8])[CH3:7]. No catalyst specified. The product is [C:6]([O:10][C:11]([N:13]1[CH2:17][CH2:16][CH2:15][C@@H:14]1[CH2:18][O:19][C:20]1[CH:21]=[CH:22][C:23]([CH2:26][C:27]2[CH:28]=[CH:29][C:30]([C:2]3[S:1][CH:5]=[CH:4][N:3]=3)=[CH:31][CH:32]=2)=[CH:24][CH:25]=1)=[O:12])([CH3:9])([CH3:7])[CH3:8]. The yield is 0.990. (2) The reactants are [Br:1][C:2]1[CH:3]=[C:4]2[C:8](=[CH:9][CH:10]=1)[NH:7][C:6](=[O:11])[C:5]2=O.[CH3:13][S:14]([C:17]1[CH:22]=[CH:21][C:20]([NH:23][NH2:24])=[CH:19][CH:18]=1)(=[O:16])=[O:15]. No catalyst specified. The product is [Br:1][C:2]1[CH:3]=[C:4]2[C:8](=[CH:9][CH:10]=1)[NH:7][C:6](=[O:11])[C:5]2=[N:24][NH:23][C:20]1[CH:19]=[CH:18][C:17]([S:14]([CH3:13])(=[O:16])=[O:15])=[CH:22][CH:21]=1. The yield is 0.720.